From a dataset of Catalyst prediction with 721,799 reactions and 888 catalyst types from USPTO. Predict which catalyst facilitates the given reaction. (1) Reactant: [NH2:1][OH:2].C([O:5][C:6](=O)[CH:7]=[CH:8][C:9]1[CH:14]=[CH:13][C:12]([CH2:15][NH:16][C:17](=[O:37])[C:18]2[CH:23]=[CH:22][C:21]([N:24]3[CH2:29][CH2:28][N:27]([CH2:30][C:31]4[CH:32]=[N:33][CH:34]=[CH:35][CH:36]=4)[CH2:26][CH2:25]3)=[CH:20][CH:19]=2)=[CH:11][CH:10]=1)C. Product: [OH:2][NH:1][C:6]([CH:7]=[CH:8][C:9]1[CH:10]=[CH:11][C:12]([CH2:15][NH:16][C:17](=[O:37])[C:18]2[CH:23]=[CH:22][C:21]([N:24]3[CH2:29][CH2:28][N:27]([CH2:30][C:31]4[CH:32]=[N:33][CH:34]=[CH:35][CH:36]=4)[CH2:26][CH2:25]3)=[CH:20][CH:19]=2)=[CH:13][CH:14]=1)=[O:5]. The catalyst class is: 5. (2) Reactant: [CH2:1]([O:8][N:9]([C:21](=[O:28])[CH2:22][C:23]([O:25][CH2:26][CH3:27])=[O:24])[C:10]1[N:20]=[CH:19][CH:18]=[CH:17][C:11]=1[C:12]([O:14]CC)=O)[C:2]1[CH:7]=[CH:6][CH:5]=[CH:4][CH:3]=1.[O-]CC.[Na+].Cl. Product: [CH2:1]([O:8][N:9]1[C:10]2[C:11](=[CH:17][CH:18]=[CH:19][N:20]=2)[C:12]([OH:14])=[C:22]([C:23]([O:25][CH2:26][CH3:27])=[O:24])[C:21]1=[O:28])[C:2]1[CH:7]=[CH:6][CH:5]=[CH:4][CH:3]=1. The catalyst class is: 14.